Dataset: Reaction yield outcomes from USPTO patents with 853,638 reactions. Task: Predict the reaction yield, written as a fraction of the theoretical maximum amount of product (1.0 means a 100% yield; for example, 0.34 means a 34% yield). (1) The reactants are [Li]CCCC.[N:6]1[CH:11]=[CH:10][C:9]([C:12]2[N:13]3[CH2:19][CH2:18][CH2:17][C:14]3=[N:15][N:16]=2)=[CH:8][CH:7]=1.Br[CH2:21][C:22]1[N:26]=[C:25]([C:27]2[CH:32]=[CH:31][CH:30]=[C:29]([Cl:33])[CH:28]=2)[O:24][N:23]=1.[NH4+].[Cl-]. The catalyst is C1COCC1. The product is [Cl:33][C:29]1[CH:28]=[C:27]([C:25]2[O:24][N:23]=[C:22]([CH2:21][CH:17]3[C:14]4=[N:15][N:16]=[C:12]([C:9]5[CH:8]=[CH:7][N:6]=[CH:11][CH:10]=5)[N:13]4[CH2:19][CH2:18]3)[N:26]=2)[CH:32]=[CH:31][CH:30]=1. The yield is 0.0100. (2) The product is [CH2:18]([O:17][C:7]1[CH:8]=[C:9]([CH:12]=[C:13]([O:14][CH2:15][CH3:16])[C:6]=1[S:4][CH3:3])[CH:10]=[O:11])[CH3:19]. The catalyst is CN(C=O)C. The reactants are [H-].[Na+].[CH3:3][SH:4].Br[C:6]1[C:13]([O:14][CH2:15][CH3:16])=[CH:12][C:9]([CH:10]=[O:11])=[CH:8][C:7]=1[O:17][CH2:18][CH3:19].Cl. The yield is 0.960. (3) The reactants are [Cl:1][C:2]1[CH:7]=[C:6]([Cl:8])[C:5]([O:9][C@@H:10]([CH3:15])[C:11]([O:13][CH3:14])=[O:12])=[CH:4][C:3]=1[S:16][C:17]1[N:21]([CH3:22])[N:20]=[C:19]([CH3:23])[C:18]=1[C:24]([OH:26])=O.ON1C2C=[CH:34][CH:35]=[CH:36][C:31]=2[N:30]=N1.N1CCCC1.Cl.C(N=C=NCCCN(C)C)C.Cl. The catalyst is C(#N)C.C(N(CC)CC)C. The product is [Cl:8][C:6]1[CH:7]=[C:2]([Cl:1])[C:3]([S:16][C:17]2[N:21]([CH3:22])[N:20]=[C:19]([CH3:23])[C:18]=2[C:24]([N:30]2[CH2:31][CH2:36][CH2:35][CH2:34]2)=[O:26])=[CH:4][C:5]=1[O:9][C@@H:10]([CH3:15])[C:11]([O:13][CH3:14])=[O:12]. The yield is 0.940. (4) The reactants are [CH3:1][C:2]1[CH:8]=[CH:7][CH:6]=[C:5]([CH3:9])[C:3]=1[NH2:4].[C:10](OC(=O)C)(=[O:12])[CH3:11]. No catalyst specified. The product is [CH3:1][C:2]1[CH:8]=[CH:7][CH:6]=[C:5]([CH3:9])[C:3]=1[NH:4][C:10](=[O:12])[CH3:11]. The yield is 0.740. (5) The reactants are C(=O)([O-])[O-].[Na+].[Na+].O.[NH2:8][C:9]1[CH:10]=[C:11](B(O)O)[CH:12]=[CH:13][CH:14]=1.[Cl:18][C:19]1[N:28]=[C:27](Cl)[C:26]2[C:21](=[CH:22][C:23]([O:32][CH3:33])=[C:24]([O:30][CH3:31])[CH:25]=2)[N:20]=1.[Cl-].[Na+]. The catalyst is O1CCCC1.Cl[Pd]Cl.C1(P(C2C=CC=CC=2)C2C=CC=CC=2)C=CC=CC=1.O. The product is [Cl:18][C:19]1[N:28]=[C:27]([C:13]2[CH:14]=[C:9]([NH2:8])[CH:10]=[CH:11][CH:12]=2)[C:26]2[C:21](=[CH:22][C:23]([O:32][CH3:33])=[C:24]([O:30][CH3:31])[CH:25]=2)[N:20]=1. The yield is 0.621.